Task: Regression. Given a peptide amino acid sequence and an MHC pseudo amino acid sequence, predict their binding affinity value. This is MHC class I binding data.. Dataset: Peptide-MHC class I binding affinity with 185,985 pairs from IEDB/IMGT (1) The peptide sequence is KLFIRQEEV. The MHC is HLA-A03:01 with pseudo-sequence HLA-A03:01. The binding affinity (normalized) is 0.0847. (2) The peptide sequence is GYRWMCLRR. The MHC is HLA-A68:01 with pseudo-sequence HLA-A68:01. The binding affinity (normalized) is 0. (3) The binding affinity (normalized) is 0.0847. The peptide sequence is RPAPARLPL. The MHC is HLA-B46:01 with pseudo-sequence HLA-B46:01. (4) The peptide sequence is HTTVPWPNASL. The MHC is Mamu-A01 with pseudo-sequence Mamu-A01. The binding affinity (normalized) is 0.695. (5) The peptide sequence is LTREMGFLV. The MHC is Mamu-B03 with pseudo-sequence Mamu-B03. The binding affinity (normalized) is 0. (6) The peptide sequence is FESKSMKL. The MHC is HLA-B44:03 with pseudo-sequence HLA-B44:03. The binding affinity (normalized) is 0. (7) The peptide sequence is FLEESHPGI. The MHC is HLA-A02:03 with pseudo-sequence HLA-A02:03. The binding affinity (normalized) is 0.851. (8) The MHC is HLA-A32:01 with pseudo-sequence HLA-A32:01. The binding affinity (normalized) is 0. The peptide sequence is GVSGGAWVDL. (9) The peptide sequence is SIFFDYMAI. The MHC is HLA-A26:01 with pseudo-sequence HLA-A26:01. The binding affinity (normalized) is 0.213.